From a dataset of Catalyst prediction with 721,799 reactions and 888 catalyst types from USPTO. Predict which catalyst facilitates the given reaction. (1) Reactant: O[C:2]1[CH:7]=[CH:6][C:5]([Br:8])=[CH:4][C:3]=1[NH:9][C:10](=[O:22])[C:11]1[CH:16]=[CH:15][C:14]([O:17][CH3:18])=[C:13]([N+:19]([O-:21])=[O:20])[CH:12]=1.O.C1(C)C(S(O)(=O)=O)=CC=CC=1. Product: [N+:19]([C:13]1[CH:12]=[C:11]([C:10]2[O:22][C:2]3[CH:7]=[CH:6][C:5]([Br:8])=[CH:4][C:3]=3[N:9]=2)[CH:16]=[CH:15][C:14]=1[O:17][CH3:18])([O-:21])=[O:20]. The catalyst class is: 11. (2) Reactant: [CH:1]1([N:5]2[CH2:10][CH2:9][NH:8][CH2:7][CH2:6]2)[CH2:4][CH2:3][CH2:2]1.C([O-])([O-])=O.[Na+].[Na+].[Cl:17][CH2:18][C:19](Cl)=[O:20]. Product: [Cl:17][CH2:18][C:19]([N:8]1[CH2:9][CH2:10][N:5]([CH:1]2[CH2:4][CH2:3][CH2:2]2)[CH2:6][CH2:7]1)=[O:20]. The catalyst class is: 161. (3) Reactant: [CH2:1]([N:8]1[C:17]2[C:12](=[CH:13][CH:14]=[C:15]([OH:18])[CH:16]=2)[CH2:11][CH2:10][CH2:9]1)[C:2]1[CH:7]=[CH:6][CH:5]=[CH:4][CH:3]=1.[Cl-].[Mg+2].[Cl-].C(N(CC)CC)C.[CH2:29]=[O:30].[Cl-].[NH4+]. Product: [CH2:1]([N:8]1[C:17]2[C:12](=[CH:13][C:14]([CH:29]=[O:30])=[C:15]([OH:18])[CH:16]=2)[CH2:11][CH2:10][CH2:9]1)[C:2]1[CH:3]=[CH:4][CH:5]=[CH:6][CH:7]=1. The catalyst class is: 47. (4) Reactant: Cl[C:2]1[CH:11]=[C:10](Cl)[CH:9]=[C:8]2[C:3]=1[CH:4]=[CH:5][C:6]([C:13]1[CH:18]=[C:17]([CH3:19])[CH:16]=[C:15]([CH3:20])[CH:14]=1)=[N:7]2.[CH2:21](B(O)O)[CH:22]([CH3:24])[CH3:23].C1(P(C2CCCCC2)[C:35]2C=CC=[CH:37][C:36]=2[C:41]2C(OC)=CC=CC=2OC)CCCCC1.O.P([O-])([O-])([O-])=O.[K+].[K+].[K+]. Product: [CH3:20][C:15]1[CH:14]=[C:13]([C:6]2[CH:5]=[CH:4][C:3]3[C:8](=[CH:9][C:10]([CH2:35][CH:36]([CH3:41])[CH3:37])=[CH:11][C:2]=3[CH2:21][CH:22]([CH3:24])[CH3:23])[N:7]=2)[CH:18]=[C:17]([CH3:19])[CH:16]=1. The catalyst class is: 491.